From a dataset of NCI-60 drug combinations with 297,098 pairs across 59 cell lines. Regression. Given two drug SMILES strings and cell line genomic features, predict the synergy score measuring deviation from expected non-interaction effect. (1) Drug 1: CC1=C(C=C(C=C1)NC2=NC=CC(=N2)N(C)C3=CC4=NN(C(=C4C=C3)C)C)S(=O)(=O)N.Cl. Drug 2: C(CCl)NC(=O)N(CCCl)N=O. Cell line: OVCAR-5. Synergy scores: CSS=-0.374, Synergy_ZIP=1.39, Synergy_Bliss=0.812, Synergy_Loewe=-1.94, Synergy_HSA=-1.69. (2) Drug 1: CCCCC(=O)OCC(=O)C1(CC(C2=C(C1)C(=C3C(=C2O)C(=O)C4=C(C3=O)C=CC=C4OC)O)OC5CC(C(C(O5)C)O)NC(=O)C(F)(F)F)O. Drug 2: C1CN(CCN1C(=O)CCBr)C(=O)CCBr. Cell line: MALME-3M. Synergy scores: CSS=24.8, Synergy_ZIP=-13.1, Synergy_Bliss=-12.6, Synergy_Loewe=-15.6, Synergy_HSA=-9.09. (3) Drug 2: C1CNP(=O)(OC1)N(CCCl)CCCl. Synergy scores: CSS=0.373, Synergy_ZIP=-1.58, Synergy_Bliss=-3.52, Synergy_Loewe=-6.47, Synergy_HSA=-4.41. Drug 1: CC(CN1CC(=O)NC(=O)C1)N2CC(=O)NC(=O)C2. Cell line: UACC-257. (4) Drug 1: C1=CC(=CC=C1CCC2=CNC3=C2C(=O)NC(=N3)N)C(=O)NC(CCC(=O)O)C(=O)O. Drug 2: C1CN1P(=S)(N2CC2)N3CC3. Cell line: COLO 205. Synergy scores: CSS=52.2, Synergy_ZIP=-0.245, Synergy_Bliss=-0.490, Synergy_Loewe=-3.25, Synergy_HSA=3.75. (5) Drug 1: CC1=C(C=C(C=C1)NC2=NC=CC(=N2)N(C)C3=CC4=NN(C(=C4C=C3)C)C)S(=O)(=O)N.Cl. Drug 2: C1CC(C1)(C(=O)O)C(=O)O.[NH2-].[NH2-].[Pt+2]. Cell line: OVCAR-5. Synergy scores: CSS=9.62, Synergy_ZIP=-1.12, Synergy_Bliss=6.08, Synergy_Loewe=0.760, Synergy_HSA=4.23.